From a dataset of Forward reaction prediction with 1.9M reactions from USPTO patents (1976-2016). Predict the product of the given reaction. (1) Given the reactants [OH-:1].[Li+].[Cl:3][C:4]1[N:9]=[C:8](SC)[N:7]2[CH:12]=[C:13]([CH2:15][O:16][C:17]3[CH:22]=[CH:21][CH:20]=[CH:19][CH:18]=3)[N:14]=[C:6]2[CH:5]=1, predict the reaction product. The product is: [Cl:3][C:4]1[NH:9][C:8](=[O:1])[N:7]2[CH:12]=[C:13]([CH2:15][O:16][C:17]3[CH:22]=[CH:21][CH:20]=[CH:19][CH:18]=3)[N:14]=[C:6]2[CH:5]=1. (2) The product is: [CH3:35][C:23]1[CH:28]=[CH:27][C:26]([S:29]([NH:32][C:33](=[O:34])[O:22][CH2:21][CH2:20][C:17]2[CH:16]=[CH:15][C:14]([N:13]3[C:6]4=[N:7][C:8]([CH3:12])=[CH:9][C:10]([CH3:11])=[C:5]4[N:4]=[C:3]3[CH2:1][CH3:2])=[CH:19][CH:18]=2)(=[O:31])=[O:30])=[CH:25][CH:24]=1. Given the reactants [CH2:1]([C:3]1[N:13]([C:14]2[CH:19]=[CH:18][C:17]([CH2:20][CH2:21][OH:22])=[CH:16][CH:15]=2)[C:6]2=[N:7][C:8]([CH3:12])=[CH:9][C:10]([CH3:11])=[C:5]2[N:4]=1)[CH3:2].[C:23]1([CH3:35])[CH:28]=[CH:27][C:26]([S:29]([N:32]=[C:33]=[O:34])(=[O:31])=[O:30])=[CH:25][CH:24]=1, predict the reaction product. (3) Given the reactants [OH:1][C:2]1[CH:3]=[C:4]([CH:8]=[CH:9][C:10]=1[CH3:11])[C:5]([OH:7])=O.O=S(Cl)Cl.[NH2:16][C:17]1[CH:22]=[CH:21][CH:20]=[CH:19][C:18]=1O.C(N(CC)CC)C.C1(C)C=CC(S(O)(=O)=O)=CC=1, predict the reaction product. The product is: [O:7]1[C:18]2[CH:19]=[CH:20][CH:21]=[CH:22][C:17]=2[N:16]=[C:5]1[C:4]1[CH:8]=[CH:9][C:10]([CH3:11])=[C:2]([OH:1])[CH:3]=1. (4) The product is: [CH3:27][N:15]1[C:16]([C:17]2[CH:18]=[CH:19][C:20]([C:23]([F:24])([F:25])[F:26])=[CH:21][CH:22]=2)=[C:12]([C:4]2[N:3]=[CH:2][N:10]3[C:5]=2[C:6]([NH2:32])=[N:7][CH:8]=[N:9]3)[CH:13]=[N:14]1. Given the reactants C[C:2]1[N:10]2[C:5]([C:6](=O)[NH:7][CH:8]=[N:9]2)=[C:4]([C:12]2[CH:13]=[N:14][N:15]([CH3:27])[C:16]=2[C:17]2[CH:22]=[CH:21][C:20]([C:23]([F:26])([F:25])[F:24])=[CH:19][CH:18]=2)[N:3]=1.[2H]C([NH2:32])([2H])[2H], predict the reaction product.